The task is: Regression. Given two drug SMILES strings and cell line genomic features, predict the synergy score measuring deviation from expected non-interaction effect.. This data is from NCI-60 drug combinations with 297,098 pairs across 59 cell lines. (1) Drug 1: C1CCC(C1)C(CC#N)N2C=C(C=N2)C3=C4C=CNC4=NC=N3. Drug 2: CC12CCC3C(C1CCC2=O)CC(=C)C4=CC(=O)C=CC34C. Cell line: MDA-MB-231. Synergy scores: CSS=24.4, Synergy_ZIP=-1.85, Synergy_Bliss=-6.56, Synergy_Loewe=-14.2, Synergy_HSA=-6.10. (2) Synergy scores: CSS=12.7, Synergy_ZIP=1.18, Synergy_Bliss=3.24, Synergy_Loewe=0.672, Synergy_HSA=0.858. Drug 1: CCC1(CC2CC(C3=C(CCN(C2)C1)C4=CC=CC=C4N3)(C5=C(C=C6C(=C5)C78CCN9C7C(C=CC9)(C(C(C8N6C=O)(C(=O)OC)O)OC(=O)C)CC)OC)C(=O)OC)O.OS(=O)(=O)O. Cell line: MDA-MB-231. Drug 2: CCN(CC)CCCC(C)NC1=C2C=C(C=CC2=NC3=C1C=CC(=C3)Cl)OC. (3) Drug 1: COC1=C(C=C2C(=C1)N=CN=C2NC3=CC(=C(C=C3)F)Cl)OCCCN4CCOCC4. Drug 2: C(CCl)NC(=O)N(CCCl)N=O. Cell line: MALME-3M. Synergy scores: CSS=28.4, Synergy_ZIP=1.70, Synergy_Bliss=3.31, Synergy_Loewe=-5.58, Synergy_HSA=1.89. (4) Drug 1: CC1OCC2C(O1)C(C(C(O2)OC3C4COC(=O)C4C(C5=CC6=C(C=C35)OCO6)C7=CC(=C(C(=C7)OC)O)OC)O)O. Drug 2: CC1CCCC2(C(O2)CC(NC(=O)CC(C(C(=O)C(C1O)C)(C)C)O)C(=CC3=CSC(=N3)C)C)C. Cell line: HOP-92. Synergy scores: CSS=28.0, Synergy_ZIP=-7.85, Synergy_Bliss=-1.71, Synergy_Loewe=-2.04, Synergy_HSA=-2.01. (5) Drug 2: C1=NC2=C(N=C(N=C2N1C3C(C(C(O3)CO)O)F)Cl)N. Drug 1: C1CCC(C1)C(CC#N)N2C=C(C=N2)C3=C4C=CNC4=NC=N3. Synergy scores: CSS=50.2, Synergy_ZIP=0.374, Synergy_Bliss=-0.191, Synergy_Loewe=-30.3, Synergy_HSA=-0.677. Cell line: CCRF-CEM. (6) Drug 1: CC1CCC2CC(C(=CC=CC=CC(CC(C(=O)C(C(C(=CC(C(=O)CC(OC(=O)C3CCCCN3C(=O)C(=O)C1(O2)O)C(C)CC4CCC(C(C4)OC)OCCO)C)C)O)OC)C)C)C)OC. Drug 2: CN(C(=O)NC(C=O)C(C(C(CO)O)O)O)N=O. Cell line: A549. Synergy scores: CSS=1.12, Synergy_ZIP=0.809, Synergy_Bliss=2.06, Synergy_Loewe=-2.81, Synergy_HSA=0.223. (7) Drug 1: CC12CCC3C(C1CCC2O)C(CC4=C3C=CC(=C4)O)CCCCCCCCCS(=O)CCCC(C(F)(F)F)(F)F. Drug 2: CCC1=C2CN3C(=CC4=C(C3=O)COC(=O)C4(CC)O)C2=NC5=C1C=C(C=C5)O. Cell line: OVCAR-8. Synergy scores: CSS=24.4, Synergy_ZIP=7.67, Synergy_Bliss=11.9, Synergy_Loewe=-24.8, Synergy_HSA=1.39.